From a dataset of Forward reaction prediction with 1.9M reactions from USPTO patents (1976-2016). Predict the product of the given reaction. (1) Given the reactants [Cl:1][C:2]1[C:7]([CH3:8])=[C:6]([C:9]2[C:10]([CH3:15])=[N:11][O:12][C:13]=2[CH3:14])[C:5]([C:16]2[CH:21]=[CH:20][CH:19]=[C:18]([F:22])[CH:17]=2)=[C:4]([C:23](=O)[CH3:24])[CH:3]=1.C([O-])(=O)C.[NH4+].C([BH3-])#[N:32].[Na+].O1CCCC1, predict the reaction product. The product is: [Cl:1][C:2]1[C:7]([CH3:8])=[C:6]([C:9]2[C:10]([CH3:15])=[N:11][O:12][C:13]=2[CH3:14])[C:5]([C:16]2[CH:21]=[CH:20][CH:19]=[C:18]([F:22])[CH:17]=2)=[C:4]([CH:23]([NH2:32])[CH3:24])[CH:3]=1. (2) Given the reactants [CH2:1]([O:8][C:9]1[C:10]([N+:24]([O-:26])=[O:25])=[C:11]([O:15]C(=O)C2C=CC=CC=2)[CH:12]=[CH:13][CH:14]=1)[C:2]1[CH:7]=[CH:6][CH:5]=[CH:4][CH:3]=1.[OH-].[Na+].Cl, predict the reaction product. The product is: [CH2:1]([O:8][C:9]1[C:10]([N+:24]([O-:26])=[O:25])=[C:11]([OH:15])[CH:12]=[CH:13][CH:14]=1)[C:2]1[CH:3]=[CH:4][CH:5]=[CH:6][CH:7]=1. (3) Given the reactants [CH3:1][NH:2][C:3]([C:5]1[N:6]=[C:7]([C:18]2[CH:23]=[CH:22][CH:21]=[CH:20][N:19]=2)[S:8][C:9]=1[NH:10]C(OC(C)(C)C)=O)=[O:4].FC(F)(F)C(O)=O, predict the reaction product. The product is: [CH3:1][NH:2][C:3]([C:5]1[N:6]=[C:7]([C:18]2[CH:23]=[CH:22][CH:21]=[CH:20][N:19]=2)[S:8][C:9]=1[NH2:10])=[O:4]. (4) Given the reactants [Cl:1][C:2]1[CH:3]=[C:4]([CH:8]=[CH:9][C:10]=1[O:11][CH:12]([F:14])[F:13])[C:5](O)=[O:6].C(Cl)(=O)C([Cl:18])=O.CN(C)C=O, predict the reaction product. The product is: [Cl:1][C:2]1[CH:3]=[C:4]([CH:8]=[CH:9][C:10]=1[O:11][CH:12]([F:14])[F:13])[C:5]([Cl:18])=[O:6]. (5) Given the reactants [Br:1][C:2]1[C:12]([S:13](Cl)(=[O:15])=[O:14])=[CH:11][C:5]2[O:6][CH2:7][C:8](=O)[NH:9][C:4]=2[CH:3]=1.[CH3:17][O:18][C:19]1[CH:31]=[CH:30][C:22]([CH2:23][NH:24][C:25]2[S:26][CH:27]=[CH:28][N:29]=2)=[CH:21][CH:20]=1.C[Si]([N-][Si](C)(C)C)(C)C.[Li+].B.O1CCCC1, predict the reaction product. The product is: [Br:1][C:2]1[C:12]([S:13]([N:24]([CH2:23][C:22]2[CH:30]=[CH:31][C:19]([O:18][CH3:17])=[CH:20][CH:21]=2)[C:25]2[S:26][CH:27]=[CH:28][N:29]=2)(=[O:15])=[O:14])=[CH:11][C:5]2[O:6][CH2:7][CH2:8][NH:9][C:4]=2[CH:3]=1. (6) Given the reactants [CH2:1]([O:5][CH2:6][CH2:7][O:8][C:9]1[CH:14]=[CH:13][C:12]([C:15]2[CH:16]=[CH:17][C:18]3[N:24]([CH2:25][CH2:26][CH3:27])[CH2:23][CH2:22][C:21]([C:28]([NH:30][C:31]4[CH:32]=[N:33][C:34]([S:37][CH2:38][C:39]5[N:40]([CH2:44][CH2:45][CH3:46])[CH:41]=[CH:42][N:43]=5)=[CH:35][CH:36]=4)=[O:29])=[CH:20][C:19]=3[CH:47]=2)=[CH:11][CH:10]=1)[CH2:2][CH2:3][CH3:4].ClC1C=CC=C(C(OO)=[O:56])C=1.S([O-])([O-])(=O)=S.[Na+].[Na+], predict the reaction product. The product is: [CH2:1]([O:5][CH2:6][CH2:7][O:8][C:9]1[CH:14]=[CH:13][C:12]([C:15]2[CH:16]=[CH:17][C:18]3[N:24]([CH2:25][CH2:26][CH3:27])[CH2:23][CH2:22][C:21]([C:28]([NH:30][C:31]4[CH:32]=[N:33][C:34]([S:37]([CH2:38][C:39]5[N:40]([CH2:44][CH2:45][CH3:46])[CH:41]=[CH:42][N:43]=5)=[O:56])=[CH:35][CH:36]=4)=[O:29])=[CH:20][C:19]=3[CH:47]=2)=[CH:11][CH:10]=1)[CH2:2][CH2:3][CH3:4]. (7) Given the reactants Br[C:2]1[CH:3]=[C:4]2[C:9](=[CH:10][CH:11]=1)[N:8]=[C:7]([NH:12][C@@H:13]1[CH2:18][NH:17][C:16](=[O:19])[CH2:15][CH2:14]1)[N:6]=[CH:5]2.[CH:20]1([NH:23][C:24](=[O:41])[C:25]2[CH:30]=[CH:29][C:28]([CH3:31])=[C:27](B3OC(C)(C)C(C)(C)O3)[CH:26]=2)[CH2:22][CH2:21]1, predict the reaction product. The product is: [CH:20]1([NH:23][C:24](=[O:41])[C:25]2[CH:30]=[CH:29][C:28]([CH3:31])=[C:27]([C:2]3[CH:3]=[C:4]4[C:9](=[CH:10][CH:11]=3)[N:8]=[C:7]([NH:12][C@H:13]3[CH2:14][CH2:15][C:16](=[O:19])[NH:17][CH2:18]3)[N:6]=[CH:5]4)[CH:26]=2)[CH2:21][CH2:22]1.